Predict the reactants needed to synthesize the given product. From a dataset of Full USPTO retrosynthesis dataset with 1.9M reactions from patents (1976-2016). (1) Given the product [CH3:1][CH:18]([C:10]1[CH:9]=[C:8]([C:7]([F:22])([F:23])[F:6])[CH:13]=[C:12]([C:14]([F:16])([F:17])[F:15])[CH:11]=1)[C:19]([O-:21])=[O:20].[CH:38]1([NH2+:37][CH:31]2[CH2:32][CH2:33][CH2:34][CH2:35][CH2:36]2)[CH2:39][CH2:40][CH2:41][CH2:42][CH2:43]1, predict the reactants needed to synthesize it. The reactants are: [CH2:1]([Li])CCC.[F:6][C:7]([F:23])([F:22])[C:8]1[CH:9]=[C:10]([CH2:18][C:19]([OH:21])=[O:20])[CH:11]=[C:12]([C:14]([F:17])([F:16])[F:15])[CH:13]=1.IC.S(=O)(O)[O-].[Na+].[CH:31]1([NH:37][CH:38]2[CH2:43][CH2:42][CH2:41][CH2:40][CH2:39]2)[CH2:36][CH2:35][CH2:34][CH2:33][CH2:32]1. (2) Given the product [OH:4][CH2:5][CH2:6][CH2:7][CH2:8][CH2:9][CH2:10][CH2:11][CH2:12][CH2:13][CH2:14][CH2:15][CH2:16][O:27][CH2:28][CH:29]([CH2:31][OH:32])[OH:30], predict the reactants needed to synthesize it. The reactants are: [Cl-].[Ca+2].[Cl-].[O:4]1[CH:6]([CH2:7][CH2:8][CH2:9][CH2:10][CH2:11][CH2:12][CH2:13][CH2:14][CH2:15][CH3:16])[CH2:5]1.S(=O)(=O)(O)O.C(=O)([O-])O.[Na+].[OH:27][CH2:28][CH:29]([CH2:31][OH:32])[OH:30].